Dataset: Drug-target binding data from BindingDB using IC50 measurements. Task: Regression. Given a target protein amino acid sequence and a drug SMILES string, predict the binding affinity score between them. We predict pIC50 (pIC50 = -log10(IC50 in M); higher means more potent). Dataset: bindingdb_ic50. (1) The small molecule is Cc1sc(NC(=O)CSc2nnc(-c3ccccc3)o2)c(C#N)c1C. The target protein (Q92560) has sequence MNKGWLELESDPGLFTLLVEDFGVKGVQVEEIYDLQSKCQGPVYGFIFLFKWIEERRSRRKVSTLVDDTSVIDDDIVNNMFFAHQLIPNSCATHALLSVLLNCSSVDLGPTLSRMKDFTKGFSPESKGYAIGNAPELAKAHNSHARPEPRHLPEKQNGLSAVRTMEAFHFVSYVPITGRLFELDGLKVYPIDHGPWGEDEEWTDKARRVIMERIGLATAGEPYHDIRFNLMAVVPDRRIKYEARLHVLKVNRQTVLEALQQLIRVTQPELIQTHKSQESQLPEESKSASNKSPLVLEANRAPAASEGNHTDGAEEAAGSCAQAPSHSPPNKPKLVVKPPGSSLNGVHPNPTPIVQRLPAFLDNHNYAKSPMQEEEDLAAGVGRSRVPVRPPQQYSDDEDDYEDDEEDDVQNTNSALRYKGKGTGKPGALSGSADGQLSVLQPNTINVLAEKLKESQKDLSIPLSIKTSSGAGSPAVAVPTHSQPSPTPSNESTDTASEIG.... The pIC50 is 4.3. (2) The compound is CC[C@H]1NC(=O)[C@H]([C@H](O)[C@H](C)C/C=C/C(=O)OCSC)N(C)C(=O)[C@@H](C(C)C)N(C)C(=O)[C@H](CC(C)C)N(C)C(=O)[C@H](CC(C)C)N(C)C(=O)[C@H](C)NC(=O)[C@@H](C)NC(=O)[C@@H](CC(C)C)N(C)C(=O)[C@H](C(C)C)NC(=O)[C@H](CC(C)C)N(C)C(=O)CN(C)C1=O. The target protein (Q08209) has sequence MSEPKAIDPKLSTTDRVVKAVPFPPSHRLTAKEVFDNDGKPRVDILKAHLMKEGRLEESVALRIITEGASILRQEKNLLDIDAPVTVCGDIHGQFFDLMKLFEVGGSPANTRYLFLGDYVDRGYFSIECVLYLWALKILYPKTLFLLRGNHECRHLTEYFTFKQECKIKYSERVYDACMDAFDCLPLAALMNQQFLCVHGGLSPEINTLDDIRKLDRFKEPPAYGPMCDILWSDPLEDFGNEKTQEHFTHNTVRGCSYFYSYPAVCEFLQHNNLLSILRAHEAQDAGYRMYRKSQTTGFPSLITIFSAPNYLDVYNNKAAVLKYENNVMNIRQFNCSPHPYWLPNFMDVFTWSLPFVGEKVTEMLVNVLNICSDDELGSEEDGFDGATAAARKEVIRNKIRAIGKMARVFSVLREESESVLTLKGLTPTGMLPSGVLSGGKQTLQSATVEAIEADEAIKGFSPQHKITSFEEAKGLDRINERMPPRRDAMPSDANLNSIN.... The pIC50 is 6.5. (3) The small molecule is Cc1ncc(CN2C[C@@H](C)[C@H](c3nc4c(cnn4C4CCOCC4)c(=O)[nH]3)C2)cn1. The target protein (Q14123) has sequence MESPTKEIEEFESNSLKYLQPEQIEKIWLRLRGLRKYKKTSQRLRSLVKQLERGEASVVDLKKNLEYAATVLESVYIDETRRLLDTEDELSDIQSDAVPSEVRDWLASTFTRQMGMMLRRSDEKPRFKSIVHAVQAGIFVERMYRRTSNMVGLSYPPAVIEALKDVDKWSFDVFSLNEASGDHALKFIFYELLTRYDLISRFKIPISALVSFVEALEVGYSKHKNPYHNLMHAADVTQTVHYLLYKTGVANWLTELEIFAIIFSAAIHDYEHTGTTNNFHIQTRSDPAILYNDRSVLENHHLSAAYRLLQDDEEMNILINLSKDDWREFRTLVIEMVMATDMSCHFQQIKAMKTALQQPEAIEKPKALSLMLHTADISHPAKAWDLHHRWTMSLLEEFFRQGDREAELGLPFSPLCDRKSTMVAQSQVGFIDFIVEPTFTVLTDMTEKIVSPLIDETSQTGGTGQRRSSLNSISSSDAKRSGVKTSGSEGSAPINNSVIS.... The pIC50 is 5.7. (4) The compound is Cn1cnc2c1c(=O)n(CCCn1c(=O)c3[nH]cnc3n(C)c1=O)c(=O)n2C. The target protein (Q13231) has sequence MVRSVAWAGFMVLLMIPWGSAAKLVCYFTNWAQYRQGEARFLPKDLDPSLCTHLIYAFAGMTNHQLSTTEWNDETLYQEFNGLKKMNPKLKTLLAIGGWNFGTQKFTDMVATANNRQTFVNSAIRFLRKYSFDGLDLDWEYPGSQGSPAVDKERFTTLVQDLANAFQQEAQTSGKERLLLSAAVPAGQTYVDAGYEVDKIAQNLDFVNLMAYDFHGSWEKVTGHNSPLYKRQEESGAAASLNVDAAVQQWLQKGTPASKLILGMPTYGRSFTLASSSDTRVGAPATGSGTPGPFTKEGGMLAYYEVCSWKGATKQRIQDQKVPYIFRDNQWVGFDDVESFKTKVSYLKQKGLGGAMVWALDLDDFAGFSCNQGRYPLIQTLRQELSLPYLPSGTPELEVPKPGQPSEPEHGPSPGQDTFCQGKADGLYPNPRERSSFYSCAAGRLFQQSCPTGLVFSNSCKCCTWN. The pIC50 is 4.8. (5) The drug is O=C(CNO)Cc1c[nH]c2ccc(Cl)cc12. The target protein (Q9FV53) has sequence MGLHRDEATAMETLFRVSLRLLPVSAAVTCRSIRFPVSRPGSSHLLNRKLYNLPTSSSSSLSTKAGWLLGLGEKKKKVDLPEIVASGDPVLHEKAREVDPGEIGSERIQKIIDDMIKVMRLAPGVGLAAPQIGVPLRIIVLEDTKEYISYAPKEEILAQERRHFDLMVMVNPVLKERSNKKALFFEGCLSVDGFRAAVERYLEVVVTGYDRQGKRIEVNASGWQARILQHECDHLDGNLYVDKMVPRTFRTVDNLDLPLAEGCPKLGPQ. The pIC50 is 3.6.